This data is from NCI-60 drug combinations with 297,098 pairs across 59 cell lines. The task is: Regression. Given two drug SMILES strings and cell line genomic features, predict the synergy score measuring deviation from expected non-interaction effect. Drug 1: C1=CC(=CC=C1C#N)C(C2=CC=C(C=C2)C#N)N3C=NC=N3. Drug 2: C(CN)CNCCSP(=O)(O)O. Cell line: HCT116. Synergy scores: CSS=5.23, Synergy_ZIP=1.20, Synergy_Bliss=4.51, Synergy_Loewe=7.54, Synergy_HSA=1.19.